From a dataset of Full USPTO retrosynthesis dataset with 1.9M reactions from patents (1976-2016). Predict the reactants needed to synthesize the given product. (1) Given the product [S:3]1[CH:4]=[CH:5][N:6]=[C:2]1[NH:1][C:16]([NH2:15])=[S:17], predict the reactants needed to synthesize it. The reactants are: [NH2:1][C:2]1[S:3][CH:4]=[CH:5][N:6]=1.C([N:15]=[C:16]=[S:17])(=O)C1C=CC=CC=1. (2) Given the product [C:1]12([C:11]3[CH:12]=[C:13]([CH:31]=[CH:32][C:33]=3[O:34][CH3:35])[CH2:14][O:15][C:16]3[CH:30]=[CH:29][C:19]([CH2:20][N:21]4[CH2:22][CH:23]([C:25]([OH:27])=[O:26])[CH2:24]4)=[CH:18][CH:17]=3)[CH2:2][CH:3]3[CH2:9][CH:7]([CH2:6][CH:5]([CH2:4]3)[CH2:10]1)[CH2:8]2, predict the reactants needed to synthesize it. The reactants are: [C:1]12([C:11]3[CH:12]=[C:13]([CH:31]=[CH:32][C:33]=3[O:34][CH3:35])[CH2:14][O:15][C:16]3[CH:30]=[CH:29][C:19]([CH2:20][N:21]4[CH2:24][CH:23]([C:25]([O:27]C)=[O:26])[CH2:22]4)=[CH:18][CH:17]=3)[CH2:10][CH:5]3[CH2:6][CH:7]([CH2:9][CH:3]([CH2:4]3)[CH2:2]1)[CH2:8]2.COC(C1CN(CC2C=CC(OCC3C4C=C(Cl)C=CC=4OC=3)=CC=2)C1)=O.